Task: Predict the product of the given reaction.. Dataset: Forward reaction prediction with 1.9M reactions from USPTO patents (1976-2016) (1) Given the reactants [Cl:1][C:2]1[CH:22]=[C:21]([CH:23]=[CH2:24])[CH:20]=[CH:19][C:3]=1[C:4]([NH:6][C:7]1[CH:8]=[CH:9][C:10]2[C:14]([CH3:16])([CH3:15])[O:13][B:12]([OH:17])[C:11]=2[CH:18]=1)=[O:5].[CH2:25]([Sn](CCCC)(CCCC)CCCC)C=C, predict the reaction product. The product is: [CH2:23]([C:21]1[CH:20]=[CH:19][C:3]([C:4]([NH:6][C:7]2[CH:8]=[CH:9][C:10]3[C:14]([CH3:16])([CH3:15])[O:13][B:12]([OH:17])[C:11]=3[CH:18]=2)=[O:5])=[C:2]([Cl:1])[CH:22]=1)[CH:24]=[CH2:25]. (2) The product is: [CH2:1]([N:3]([CH3:21])[C:4](=[O:5])[C:6]([OH:22])([CH3:20])[CH2:15][CH2:14][C:13]1[C:8](=[O:7])[C:9]([CH3:19])=[C:10]([CH3:18])[C:11](=[O:17])[C:12]=1[CH3:16])[CH3:2]. Given the reactants [CH2:1]([N:3]([CH3:21])[C:4]([C:6]1([CH3:20])[CH2:15][CH2:14][C:13]2[C:8](=[C:9]([CH3:19])[C:10]([CH3:18])=[C:11]([OH:17])[C:12]=2[CH3:16])[O:7]1)=[O:5])[CH3:2].[O:22]=[N+]([O-])[O-].[O-][N+](=O)[O-].[O-][N+](=O)[O-].[O-][N+](=O)[O-].[O-][N+](=O)[O-].[O-][N+](=O)[O-].[Ce+4].[NH4+].[NH4+], predict the reaction product. (3) Given the reactants I(Cl)(=O)=O.[I:5](Cl)(=O)=O.C([N+](C)(C)C)C1C=CC=CC=1.[O:20]1[C:24]2[CH:25]=[CH:26][CH:27]=[C:28]([NH2:29])[C:23]=2[O:22][CH2:21]1.C(=O)([O-])[O-].[Ca+2], predict the reaction product. The product is: [I:5][C:25]1[C:24]2[O:20][CH2:21][O:22][C:23]=2[C:28]([NH2:29])=[CH:27][CH:26]=1. (4) Given the reactants [Cl:1][C:2]1[CH:38]=[CH:37][C:5]([CH2:6][N:7]2[C:12]([NH:13][C:14]3[CH:19]=[CH:18][C:17]([O:20][CH:21]([CH3:23])[CH3:22])=[C:16]([F:24])[CH:15]=3)=[N:11][C:10](=[O:25])[N:9]([CH2:26][C:27]3([CH3:35])[CH2:32][O:31]C(C)(C)[O:29][CH2:28]3)[C:8]2=[O:36])=[CH:4][CH:3]=1.O.C1(C)C=CC(S(O)(=O)=O)=CC=1.C(=O)(O)[O-].[Na+], predict the reaction product. The product is: [Cl:1][C:2]1[CH:3]=[CH:4][C:5]([CH2:6][N:7]2[C:12]([NH:13][C:14]3[CH:19]=[CH:18][C:17]([O:20][CH:21]([CH3:23])[CH3:22])=[C:16]([F:24])[CH:15]=3)=[N:11][C:10](=[O:25])[N:9]([CH2:26][C:27]([CH2:32][OH:31])([CH2:28][OH:29])[CH3:35])[C:8]2=[O:36])=[CH:37][CH:38]=1. (5) The product is: [F:19][C:2]([F:18])([F:1])[C:3]1[N:7]=[C:6]([C:8]2[C:9]3[CH2:17][CH2:16][CH2:15][CH2:14][C:10]=3[S:11][C:12]=2[NH:13][C:28]([C:20]2[CH2:24][CH2:23][CH2:22][C:21]=2[C:25]([OH:27])=[O:26])=[O:29])[O:5][N:4]=1. Given the reactants [F:1][C:2]([F:19])([F:18])[C:3]1[N:7]=[C:6]([C:8]2[C:9]3[CH2:17][CH2:16][CH2:15][CH2:14][C:10]=3[S:11][C:12]=2[NH2:13])[O:5][N:4]=1.[C:20]12[C:28](=[O:29])[O:27][C:25](=[O:26])[C:21]=1[CH2:22][CH2:23][CH2:24]2, predict the reaction product. (6) Given the reactants [CH3:1][N:2]1[CH:6]=[C:5]([C:7](=O)[CH2:8][C:9]2[CH:14]=[CH:13][CH:12]=[CH:11][CH:10]=2)[N:4]=[CH:3]1.[CH2:16]([O:18][C:19]1[CH:20]=[C:21]([CH:24]=[C:25]([N+:28]([O-:30])=[O:29])[C:26]=1[OH:27])[CH:22]=O)[CH3:17].[NH2:31][C:32]([NH2:34])=[O:33].Cl, predict the reaction product. The product is: [CH2:16]([O:18][C:19]1[CH:20]=[C:21]([CH:22]2[C:8]([C:9]3[CH:14]=[CH:13][CH:12]=[CH:11][CH:10]=3)=[C:7]([C:5]3[N:4]=[CH:3][N:2]([CH3:1])[CH:6]=3)[NH:34][C:32](=[O:33])[NH:31]2)[CH:24]=[C:25]([N+:28]([O-:30])=[O:29])[C:26]=1[OH:27])[CH3:17]. (7) Given the reactants Cl[C:2]1[CH:7]=[C:6]([CH3:8])[N:5]=[C:4]([CH3:9])[C:3]=1[C:10](=O)[CH2:11][N:12]1[C:16]([CH3:17])=[CH:15][C:14]([CH3:18])=[N:13]1.O.[NH2:21][NH2:22], predict the reaction product. The product is: [CH3:18][C:14]1[CH:15]=[C:16]([CH3:17])[N:12]([CH2:11][C:10]2[C:3]3[C:4]([CH3:9])=[N:5][C:6]([CH3:8])=[CH:7][C:2]=3[NH:22][N:21]=2)[N:13]=1. (8) Given the reactants [C:1]([O:5][C:6]([N:8]1[CH2:13][CH2:12][CH:11]([O:14][C:15]2[CH:20]=[CH:19][C:18]([NH:21][CH2:22]/[CH:23]=[CH:24]/[C:25]3[CH:26]=[C:27]([CH:30]=[CH:31][CH:32]=3)[C:28]#[N:29])=[CH:17][CH:16]=2)[CH2:10][CH2:9]1)=[O:7])([CH3:4])([CH3:3])[CH3:2].[CH2:33]1OC(O)C[O:35][CH:34]1O.C(O)(=O)C.C([BH3-])#N.[Na+], predict the reaction product. The product is: [C:1]([O:5][C:6]([N:8]1[CH2:13][CH2:12][CH:11]([O:14][C:15]2[CH:20]=[CH:19][C:18]([N:21]([CH2:22]/[CH:23]=[CH:24]/[C:25]3[CH:26]=[C:27]([CH:30]=[CH:31][CH:32]=3)[C:28]#[N:29])[CH2:33][CH2:34][OH:35])=[CH:17][CH:16]=2)[CH2:10][CH2:9]1)=[O:7])([CH3:4])([CH3:2])[CH3:3].